Dataset: Reaction yield outcomes from USPTO patents with 853,638 reactions. Task: Predict the reaction yield, written as a fraction of the theoretical maximum amount of product (1.0 means a 100% yield; for example, 0.34 means a 34% yield). (1) The reactants are [C:1]([O:14]C)(=[O:13])[C:2]1[CH:12]=[C:9]([O:10][CH3:11])[C:7]([OH:8])=[C:4]([O:5][CH3:6])[CH:3]=1.C(=O)([O-])[O-].[K+].[K+].[CH2:22](Br)[CH2:23][CH2:24][CH3:25]. The catalyst is C(C1C=CC=CC=1)(=O)C.CCOCC. The product is [CH2:22]([O:8][C:7]1[C:4]([O:5][CH3:6])=[CH:3][C:2]([C:1]([OH:14])=[O:13])=[CH:12][C:9]=1[O:10][CH3:11])[CH2:23][CH2:24][CH3:25]. The yield is 0.510. (2) The reactants are [CH3:1][C:2]1[CH:11]=[CH:10][C:9]2[C:4](=[C:5]([N+:12]([O-])=O)[CH:6]=[CH:7][CH:8]=2)[N:3]=1. The catalyst is [Pd].CCO.CO. The product is [CH3:1][C:2]1[CH:11]=[CH:10][C:9]2[C:4](=[C:5]([NH2:12])[CH:6]=[CH:7][CH:8]=2)[N:3]=1. The yield is 0.990. (3) The reactants are Br[C:2]1[CH:7]=[CH:6][C:5]([F:8])=[CH:4][C:3]=1[F:9].[Li]CCCC.[Li]CCCC.CN([CH:23]=[O:24])C.Cl. The catalyst is CCCCCC.C(OCC)C. The product is [F:9][C:3]1[CH:4]=[C:5]([F:8])[CH:6]=[CH:7][C:2]=1[CH:23]=[O:24]. The yield is 0.687. (4) The reactants are [CH3:1][N:2]1[CH2:7][CH2:6][C:5](=[O:8])[CH2:4][CH2:3]1.[N:9]1[CH:14]=[CH:13][C:12](C=O)=[CH:11][CH:10]=1.[OH-].[Na+]. The catalyst is [Cl-].C([N+](C)(C)C)CCCCCCCCCCCCCCC.[Cl-].[Na+].O. The product is [N:2]1[CH:3]=[CH:4][C:5](=[C:4]2[C:5](=[O:8])[C:6](=[C:12]3[CH:11]=[CH:10][N:9]=[CH:14][CH2:13]3)[CH2:7][N:2]([CH3:1])[CH2:3]2)[CH2:6][CH:7]=1. The yield is 0.840. (5) The reactants are C[Si]([N-][Si](C)(C)C)(C)C.[K+].[F:11][CH2:12][C:13]1([C:20]([O:22][CH2:23][CH3:24])=[O:21])[CH2:18][CH2:17][C:16](=[O:19])[CH2:15][CH2:14]1.[F:25][C:26]([F:45])([F:44])[S:27](N(C1C=CC=CC=1)[S:27]([C:26]([F:45])([F:44])[F:25])(=[O:29])=[O:28])(=[O:29])=[O:28]. The catalyst is C1COCC1. The product is [F:11][CH2:12][C:13]1([C:20]([O:22][CH2:23][CH3:24])=[O:21])[CH2:14][CH2:15][C:16]([O:19][S:27]([C:26]([F:45])([F:44])[F:25])(=[O:29])=[O:28])=[CH:17][CH2:18]1. The yield is 0.547. (6) The reactants are [CH3:1][O:2][C:3]1[CH:8]=[CH:7][C:6]([NH2:9])=[CH:5][CH:4]=1.CCN(CC)CC.[Cl:17][CH2:18][CH2:19][C:20](Cl)=[O:21]. The catalyst is C(C(C)=O)C. The product is [CH3:1][O:2][C:3]1[CH:8]=[CH:7][C:6]([NH:9][C:20](=[O:21])[CH2:19][CH2:18][Cl:17])=[CH:5][CH:4]=1. The yield is 0.868. (7) The product is [CH3:14][O:15][C:16]1[CH:21]=[CH:20][C:19]([C:2]2[C:3]3[O:10][C:9]([C:11](=[O:13])[CH3:12])=[CH:8][C:4]=3[CH:5]=[N:6][CH:7]=2)=[CH:18][CH:17]=1. The yield is 0.450. The catalyst is O1CCCC1.O.C1C=CC([P]([Pd]([P](C2C=CC=CC=2)(C2C=CC=CC=2)C2C=CC=CC=2)([P](C2C=CC=CC=2)(C2C=CC=CC=2)C2C=CC=CC=2)[P](C2C=CC=CC=2)(C2C=CC=CC=2)C2C=CC=CC=2)(C2C=CC=CC=2)C2C=CC=CC=2)=CC=1. The reactants are I[C:2]1[C:3]2[O:10][C:9]([C:11](=[O:13])[CH3:12])=[CH:8][C:4]=2[CH:5]=[N:6][CH:7]=1.[CH3:14][O:15][C:16]1[CH:21]=[CH:20][C:19](B(O)O)=[CH:18][CH:17]=1.C(=O)([O-])[O-].[Na+].[Na+]. (8) The reactants are S(=O)(=O)(O)O.[C:6]([C:8]1[CH:9]=[CH:10][C:11]([C:14]2[N:18]([C:19]3[CH:20]=[N:21][CH:22]=[CH:23][CH:24]=3)[N:17]=[C:16]([C:25]([NH:27][C:28]([CH3:32])([CH3:31])[CH2:29][F:30])=[O:26])[CH:15]=2)=[N:12][CH:13]=1)#[CH:7].ClCCl.C(=O)([O-])[O-:37].[K+].[K+]. The catalyst is CC(C)=O. The product is [F:30][CH2:29][C:28]([NH:27][C:25]([C:16]1[CH:15]=[C:14]([C:11]2[CH:10]=[CH:9][C:8]([C:6](=[O:37])[CH3:7])=[CH:13][N:12]=2)[N:18]([C:19]2[CH:20]=[N:21][CH:22]=[CH:23][CH:24]=2)[N:17]=1)=[O:26])([CH3:32])[CH3:31]. The yield is 0.510. (9) The reactants are [Cl:1][C:2]1[CH:3]=[C:4]2[C:8](=[CH:9][CH:10]=1)[NH:7][C:6]([S:11][CH2:12][CH2:13][C:14]([O:16][C:17]([CH3:20])([CH3:19])[CH3:18])=[O:15])=[CH:5]2.[CH3:21]I.[H-].[Na+]. The catalyst is CN(C=O)C. The product is [Cl:1][C:2]1[CH:3]=[C:4]2[C:8](=[CH:9][CH:10]=1)[N:7]([CH3:21])[C:6]([S:11][CH2:12][CH2:13][C:14]([O:16][C:17]([CH3:20])([CH3:19])[CH3:18])=[O:15])=[CH:5]2. The yield is 0.820. (10) The reactants are [CH3:1][CH:2]([N:4]1[C:12](/[CH:13]=[CH:14]/[C@H:15]([OH:24])[CH2:16][C@H:17]([OH:23])[CH2:18][C:19]([O:21]C)=[O:20])=[C:11]([C:25]2[CH:30]=[CH:29][C:28]([F:31])=[CH:27][CH:26]=2)[C:10]2[C:5]1=[CH:6][CH:7]=[CH:8][CH:9]=2)[CH3:3].CCO.[OH-].[Na+:36].CC(O)C. The catalyst is O. The product is [CH3:3][CH:2]([N:4]1[C:12](/[CH:13]=[CH:14]/[CH:15]([OH:24])[CH2:16][CH:17]([OH:23])[CH2:18][C:19]([O-:21])=[O:20])=[C:11]([C:25]2[CH:26]=[CH:27][C:28]([F:31])=[CH:29][CH:30]=2)[C:10]2[CH:9]=[CH:8][CH:7]=[CH:6][C:5]1=2)[CH3:1].[Na+:36]. The yield is 0.628.